From a dataset of Catalyst prediction with 721,799 reactions and 888 catalyst types from USPTO. Predict which catalyst facilitates the given reaction. (1) Reactant: [CH3:1][O:2][C:3](=[O:16])[CH:4]([C:9]([CH2:14][CH3:15])([CH2:12][CH3:13])[CH2:10][CH3:11])C(OC)=O.[Li+].[Cl-].O. Product: [CH3:1][O:2][C:3](=[O:16])[CH2:4][C:9]([CH2:14][CH3:15])([CH2:12][CH3:13])[CH2:10][CH3:11]. The catalyst class is: 16. (2) Reactant: [F:1][C:2]([F:25])([F:24])[C:3]1[CH:23]=[CH:22][CH:21]=[CH:20][C:4]=1[CH2:5][CH:6]1[CH2:9][N:8]([C:10]2[N:15]=[N:14][C:13]([C:16]([NH:18][NH2:19])=[O:17])=[CH:12][CH:11]=2)[CH2:7]1.[C:26]([O:29][CH2:30][C:31](Cl)=[O:32])(=[O:28])[CH3:27].O. Product: [C:26]([O:29][CH2:30][C:31](=[O:32])[NH:19][NH:18][C:16]([C:13]1[N:14]=[N:15][C:10]([N:8]2[CH2:9][CH:6]([CH2:5][C:4]3[CH:20]=[CH:21][CH:22]=[CH:23][C:3]=3[C:2]([F:1])([F:24])[F:25])[CH2:7]2)=[CH:11][CH:12]=1)=[O:17])(=[O:28])[CH3:27]. The catalyst class is: 46. (3) Reactant: [Cl:1][C:2]1[CH:3]=[CH:4][N:5]=[C:6]2[C:11]=1[N:10]=[C:9]([O:12]C)[CH:8]=[CH:7]2. Product: [ClH:1].[Cl:1][C:2]1[CH:3]=[CH:4][N:5]=[C:6]2[C:11]=1[N:10]=[C:9]([OH:12])[CH:8]=[CH:7]2. The catalyst class is: 89. (4) Reactant: [CH2:1]([C:3]1[N:8]=[C:7]([NH2:9])[CH:6]=[CH:5][N:4]=1)[CH3:2].Br[C:11]1[C:12](=[O:19])[N:13]([CH3:18])[CH:14]=[C:15]([Br:17])[CH:16]=1.CC1(C)C2C(=C(P(C3C=CC=CC=3)C3C=CC=CC=3)C=CC=2)OC2C(P(C3C=CC=CC=3)C3C=CC=CC=3)=CC=CC1=2.C([O-])([O-])=O.[Cs+].[Cs+]. Product: [Br:17][C:15]1[CH:16]=[C:11]([NH:9][C:7]2[CH:6]=[CH:5][N:4]=[C:3]([CH2:1][CH3:2])[N:8]=2)[C:12](=[O:19])[N:13]([CH3:18])[CH:14]=1. The catalyst class is: 102. (5) Reactant: [C:1]1([CH3:14])[CH:6]=[C:5]([CH3:7])[CH:4]=[C:3]([CH3:8])[C:2]=1[S:9]([O:12][NH2:13])(=[O:11])=[O:10].O.[NH2:16][C:17]1[CH:18]=[N:19][CH:20]=[CH:21][CH:22]=1. Product: [C:1]1([CH3:14])[CH:6]=[C:5]([CH3:7])[CH:4]=[C:3]([CH3:8])[C:2]=1[S:9]([O-:12])(=[O:11])=[O:10].[NH2:13][N+:19]1[CH:20]=[CH:21][CH:22]=[C:17]([NH2:16])[CH:18]=1. The catalyst class is: 2. (6) Reactant: [CH3:1][C:2]1[C:6]([C:7]([NH:9][N:10]2[CH2:15][CH2:14][CH2:13][CH2:12][CH2:11]2)=[O:8])=[N:5][N:4]([C:16]2[CH:17]=[CH:18][C:19]([Cl:23])=[CH:20][C:21]=2[Cl:22])[C:3]=1[C:24]1[CH:25]=[CH:26][C:27]([Cl:30])=[CH:28][CH:29]=1.Cl.C(Cl)Cl.N. Product: [CH3:1][C:2]1[C:6]([C:7]([NH:9][N:10]2[CH2:11][CH2:12][CH2:13][CH2:14][CH2:15]2)=[O:8])=[N:5][N:4]([C:16]2[CH:17]=[CH:18][C:19]([Cl:23])=[CH:20][C:21]=2[Cl:22])[C:3]=1[C:24]1[CH:25]=[CH:26][C:27]([Cl:30])=[CH:28][CH:29]=1. The catalyst class is: 6. (7) Reactant: [CH2:1]([O:8][C:9]([NH:11][C@H:12]([C:14]([OH:16])=[O:15])[CH3:13])=[O:10])[C:2]1[CH:7]=[CH:6][CH:5]=[CH:4][CH:3]=1.[CH2:17]=O. Product: [CH2:1]([O:8][C:9]([N:11]1[C@@H:12]([CH3:13])[C:14](=[O:16])[O:15][CH2:17]1)=[O:10])[C:2]1[CH:3]=[CH:4][CH:5]=[CH:6][CH:7]=1. The catalyst class is: 743. (8) Reactant: C(=O)([O-])[O-].[K+].[K+].CN(C=O)C.[Br:12][C:13]1[C:14]([Cl:24])=[C:15]([OH:23])[C:16]([S:19]([CH3:22])(=[O:21])=[O:20])=[CH:17][CH:18]=1.Br[CH2:26][CH2:27][CH:28]1[O:32][CH2:31][CH2:30][O:29]1. Product: [C:13]1([CH3:26])[CH:14]=[CH:15][CH:16]=[CH:17][CH:18]=1.[Br:12][C:13]1[C:14]([Cl:24])=[C:15]([C:16]([S:19]([CH3:22])(=[O:21])=[O:20])=[CH:17][CH:18]=1)[O:23][CH2:26][CH2:27][CH:28]1[O:32][CH2:31][CH2:30][O:29]1. The catalyst class is: 226. (9) Reactant: [SH:1][C:2]1[O:3][C:4]2[CH:10]=[CH:9][C:8]([S:11]([NH2:14])(=[O:13])=[O:12])=[CH:7][C:5]=2[N:6]=1.[C:15]([O-])([O-])=O.[K+].[K+].CI. Product: [CH3:15][S:1][C:2]1[O:3][C:4]2[CH:10]=[CH:9][C:8]([S:11]([NH2:14])(=[O:12])=[O:13])=[CH:7][C:5]=2[N:6]=1. The catalyst class is: 3. (10) Reactant: [OH:1][C:2]([C:4]([F:7])([F:6])[F:5])=[O:3].C([N:15]1[CH2:24][CH2:23][C:22]2[C:17](=[N:18][C:19]([N:29]3[CH2:34][CH2:33][CH:32]([CH:35]([C:37]4[CH:42]=[CH:41][C:40]([F:43])=[CH:39][C:38]=4[F:44])[F:36])[CH2:31][CH2:30]3)=[C:20]([NH:25][CH:26]([CH3:28])[CH3:27])[N:21]=2)[CH2:16]1)C1C=CC=CC=1. Product: [F:44][C:38]1[CH:39]=[C:40]([F:43])[CH:41]=[CH:42][C:37]=1[CH:35]([F:36])[CH:32]1[CH2:33][CH2:34][N:29]([C:19]2[N:18]=[C:17]3[CH2:16][NH:15][CH2:24][CH2:23][C:22]3=[N:21][C:20]=2[NH:25][CH:26]([CH3:27])[CH3:28])[CH2:30][CH2:31]1.[C:2]([OH:3])([C:4]([F:7])([F:6])[F:5])=[O:1]. The catalyst class is: 833.